This data is from Forward reaction prediction with 1.9M reactions from USPTO patents (1976-2016). The task is: Predict the product of the given reaction. Given the reactants C([N:8]1[CH2:13][CH2:12][C:11]([CH2:26][NH:27][C:28](=[O:30])[CH3:29])([N:14]2[CH2:19][CH2:18][N:17]([C:20]3[CH:25]=[CH:24][N:23]=[CH:22][CH:21]=3)[CH2:16][CH2:15]2)[CH2:10][CH2:9]1)C1C=CC=CC=1.CC(O)=O, predict the reaction product. The product is: [N:23]1[CH:24]=[CH:25][C:20]([N:17]2[CH2:16][CH2:15][N:14]([C:11]3([CH2:26][NH:27][C:28](=[O:30])[CH3:29])[CH2:12][CH2:13][NH:8][CH2:9][CH2:10]3)[CH2:19][CH2:18]2)=[CH:21][CH:22]=1.